The task is: Predict the product of the given reaction.. This data is from Forward reaction prediction with 1.9M reactions from USPTO patents (1976-2016). (1) The product is: [O:10]1[C:9]2[CH:8]=[CH:7][C:5]([NH:6][C:11](=[O:13])[CH3:12])=[CH:4][C:3]=2[O:2][CH2:1]1. Given the reactants [CH2:1]1[O:10][C:9]2[CH:8]=[CH:7][C:5]([NH2:6])=[CH:4][C:3]=2[O:2]1.[C:11](OC(=O)C)(=[O:13])[CH3:12].C([O-])(O)=O.[Na+], predict the reaction product. (2) Given the reactants [Br:1][C:2]1[CH:3]=[C:4]2[C:9](=[CH:10][CH:11]=1)[N:8]=[CH:7][N:6]=[C:5]2Cl.[CH3:13][C:14]1[CH:30]=[CH:29][C:28](B2OC(C)(C)C(C)(C)O2)=[CH:27][C:15]=1[C:16]([N:18]1[CH2:23][CH2:22][N:21]([C:24](=[O:26])[CH3:25])[CH2:20][CH2:19]1)=[O:17].[O-]P([O-])([O-])=O.[K+].[K+].[K+], predict the reaction product. The product is: [Br:1][C:2]1[CH:3]=[C:4]2[C:9](=[CH:10][CH:11]=1)[N:8]=[CH:7][N:6]=[C:5]2[C:28]1[CH:29]=[CH:30][C:14]([CH3:13])=[C:15]([CH:27]=1)[C:16]([N:18]1[CH2:19][CH2:20][N:21]([C:24](=[O:26])[CH3:25])[CH2:22][CH2:23]1)=[O:17]. (3) Given the reactants [Cl:1][C:2]1[N:7]=[C:6](Cl)[C:5]2[CH2:9][CH2:10][CH2:11][C:4]=2[N:3]=1.[C:12]([O:16][C:17]([N:19]1[CH2:24][CH2:23][CH:22]([NH2:25])[CH2:21][CH2:20]1)=[O:18])([CH3:15])([CH3:14])[CH3:13], predict the reaction product. The product is: [C:12]([O:16][C:17]([N:19]1[CH2:24][CH2:23][CH:22]([NH:25][C:6]2[C:5]3[CH2:9][CH2:10][CH2:11][C:4]=3[N:3]=[C:2]([Cl:1])[N:7]=2)[CH2:21][CH2:20]1)=[O:18])([CH3:15])([CH3:13])[CH3:14]. (4) The product is: [F:23][C:18]1[CH:19]=[N:20][CH:21]=[CH:22][C:17]=1[C:16]([NH:15][C:10]1[CH:11]=[CH:12][CH:13]=[CH:14][C:9]=1[OH:8])=[O:24]. Given the reactants C([O:8][C:9]1[CH:14]=[CH:13][CH:12]=[CH:11][C:10]=1[NH:15][C:16](=[O:24])[C:17]1[CH:22]=[CH:21][N:20]=[CH:19][C:18]=1[F:23])C1C=CC=CC=1, predict the reaction product. (5) Given the reactants [CH3:1][O:2][C:3]1[CH:8]=[CH:7][C:6]([C:9]2[C:18](=[O:19])[C:17]3[C:12](=[CH:13][C:14]([O:20][CH2:21][CH:22]4[CH2:24][O:23]4)=[CH:15][CH:16]=3)[O:11][CH:10]=2)=[CH:5][CH:4]=1.[F:25][C:26]([F:36])([F:35])[C:27]1[CH:28]=[C:29]([CH:32]=[CH:33][CH:34]=1)[CH2:30][NH2:31].C(N(C(C)C)CC)(C)C, predict the reaction product. The product is: [OH:23][CH:22]([CH2:24][NH:31][CH2:30][C:29]1[CH:32]=[CH:33][CH:34]=[C:27]([C:26]([F:35])([F:36])[F:25])[CH:28]=1)[CH2:21][O:20][C:14]1[CH:13]=[C:12]2[C:17]([C:18](=[O:19])[C:9]([C:6]3[CH:7]=[CH:8][C:3]([O:2][CH3:1])=[CH:4][CH:5]=3)=[CH:10][O:11]2)=[CH:16][CH:15]=1. (6) Given the reactants [C:1]([O:5][C:6]([N:8]1[CH2:13][CH2:12][CH:11]([CH2:14][NH:15][CH2:16][C:17]2[CH:22]=[CH:21][CH:20]=[C:19]([C:23]3[CH:28]=[CH:27][N:26]=[C:25]([Cl:29])[N:24]=3)[CH:18]=2)[CH2:10][CH2:9]1)=[O:7])([CH3:4])([CH3:3])[CH3:2].[CH3:30][S:31](Cl)(=[O:33])=[O:32], predict the reaction product. The product is: [C:1]([O:5][C:6]([N:8]1[CH2:13][CH2:12][CH:11]([CH2:14][N:15]([CH2:16][C:17]2[CH:22]=[CH:21][CH:20]=[C:19]([C:23]3[CH:28]=[CH:27][N:26]=[C:25]([Cl:29])[N:24]=3)[CH:18]=2)[S:31]([CH3:30])(=[O:33])=[O:32])[CH2:10][CH2:9]1)=[O:7])([CH3:4])([CH3:2])[CH3:3]. (7) Given the reactants C([NH:5][S:6]([C:9]1[CH:14]=[CH:13][CH:12]=[C:11]([C:15]2[CH:20]=[C:19]([C:21]3[N:26]=[C:25]([C:27]([F:30])([F:29])[F:28])[CH:24]=[C:23]([C:31]4[CH:36]=[CH:35][C:34]([C:37]([F:40])([F:39])[F:38])=[CH:33][CH:32]=4)[N:22]=3)[CH:18]=[CH:17][N:16]=2)[CH:10]=1)(=[O:8])=[O:7])(C)(C)C.C(O)(C(F)(F)F)=O, predict the reaction product. The product is: [F:30][C:27]([F:28])([F:29])[C:25]1[CH:24]=[C:23]([C:31]2[CH:32]=[CH:33][C:34]([C:37]([F:40])([F:39])[F:38])=[CH:35][CH:36]=2)[N:22]=[C:21]([C:19]2[CH:18]=[CH:17][N:16]=[C:15]([C:11]3[CH:10]=[C:9]([S:6]([NH2:5])(=[O:8])=[O:7])[CH:14]=[CH:13][CH:12]=3)[CH:20]=2)[N:26]=1. (8) Given the reactants [NH2:1][C:2]1[C:7](Br)=[N:6][C:5]([Br:9])=[CH:4][N:3]=1.C(=O)([O-])[O-].[Na+].[Na+].[Cl:16][C:17]1[CH:22]=[CH:21][CH:20]=[CH:19][C:18]=1B(O)O.C(O)(=O)CC(CC(O)=O)(C(O)=O)O, predict the reaction product. The product is: [Br:9][C:5]1[N:6]=[C:7]([C:18]2[CH:19]=[CH:20][CH:21]=[CH:22][C:17]=2[Cl:16])[C:2]([NH2:1])=[N:3][CH:4]=1. (9) Given the reactants [Cl:1][C:2]1[CH:7]=[C:6]([Cl:8])[CH:5]=[CH:4][C:3]=1[C:9]1([C:12]([OH:14])=O)[CH2:11][CH2:10]1.[NH2:15][CH2:16][CH2:17][CH2:18][N:19]1[CH2:24][CH2:23][CH:22]([C:25]2[CH:26]=[C:27]([NH:31][C:32]([CH:34]3[CH2:36][CH2:35]3)=[O:33])[CH:28]=[CH:29][CH:30]=2)[CH2:21][CH2:20]1, predict the reaction product. The product is: [CH:34]1([C:32]([NH:31][C:27]2[CH:26]=[C:25]([CH:22]3[CH2:21][CH2:20][N:19]([CH2:18][CH2:17][CH2:16][NH:15][C:12]([C:9]4([C:3]5[CH:4]=[CH:5][C:6]([Cl:8])=[CH:7][C:2]=5[Cl:1])[CH2:10][CH2:11]4)=[O:14])[CH2:24][CH2:23]3)[CH:30]=[CH:29][CH:28]=2)=[O:33])[CH2:35][CH2:36]1.